This data is from Catalyst prediction with 721,799 reactions and 888 catalyst types from USPTO. The task is: Predict which catalyst facilitates the given reaction. (1) Reactant: Cl[C:2]1[C:28]([CH3:29])=[CH:27][C:5]2[N:6]=[C:7]3[C:12]([N:13]([CH2:14][CH2:15][CH2:16][CH2:17][CH2:18][CH2:19][C:20]([O:22][CH2:23][CH3:24])=[O:21])[C:4]=2[CH:3]=1)=[N:11][C:10](=[O:25])[NH:9][C:8]3=[O:26].[NH2:30][C@H:31]1[CH2:35][CH2:34][N:33]([C:36]([O:38][C:39]([CH3:42])([CH3:41])[CH3:40])=[O:37])[CH2:32]1. Product: [CH2:23]([O:22][C:20](=[O:21])[CH2:19][CH2:18][CH2:17][CH2:16][CH2:15][CH2:14][N:13]1[C:12]2[C:7]([C:8](=[O:26])[NH:9][C:10](=[O:25])[N:11]=2)=[N:6][C:5]2[CH:27]=[C:28]([CH3:29])[C:2]([NH:30][C@H:31]3[CH2:35][CH2:34][N:33]([C:36]([O:38][C:39]([CH3:42])([CH3:41])[CH3:40])=[O:37])[CH2:32]3)=[CH:3][C:4]1=2)[CH3:24]. The catalyst class is: 37. (2) Reactant: [CH3:1][O:2][C:3]([C@@:5]1([F:29])[C@H:7]([C:8]2[CH:13]=[CH:12][C:11](B3OC(C)(C)C(C)(C)O3)=[CH:10][CH:9]=2)[C@H:6]1[C:23]1[CH:28]=[CH:27][CH:26]=[CH:25][CH:24]=1)=[O:4].Cl[C:31]1[N:36]=[CH:35][C:34]([O:37][CH:38]([F:40])[F:39])=[CH:33][N:32]=1.C([O-])([O-])=O.[Cs+].[Cs+]. Product: [F:39][CH:38]([F:40])[O:37][C:34]1[CH:33]=[N:32][C:31]([C:11]2[CH:10]=[CH:9][C:8]([C@@H:7]3[C@@H:6]([C:23]4[CH:28]=[CH:27][CH:26]=[CH:25][CH:24]=4)[C@@:5]3([F:29])[C:3]([O:2][CH3:1])=[O:4])=[CH:13][CH:12]=2)=[N:36][CH:35]=1. The catalyst class is: 117. (3) Reactant: [F:1][C:2]1[CH:9]=[CH:8][CH:7]=[C:6]([F:10])[C:3]=1[CH:4]=[O:5].C(N(C(C)C)C(C)C)C.FC(F)(F)S(O[Si:26]([C:29]([CH3:32])([CH3:31])[CH3:30])([CH3:28])[CH3:27])(=O)=O.C(C1N=C(C2CCN(C(=O)CN3C(C)=CC(C(F)(F)F)=N3)CC2)SC=1)(=O)C.[CH3:62][C:63]1[N:67]([CH2:68][C:69]([N:71]2[CH2:76][CH2:75][CH:74]([C:77]3[S:78][CH:79]=[C:80]([C:82](=[N:84][O:85]CCCCC4C=CC=CC=4)[CH3:83])[N:81]=3)[CH2:73][CH2:72]2)=[O:70])[N:66]=[C:65]([C:96]([F:99])([F:98])[F:97])[CH:64]=1. Product: [F:1][C:2]1[CH:9]=[CH:8][CH:7]=[C:6]([F:10])[C:3]=1[CH:4]([O:5][Si:26]([C:29]([CH3:30])([CH3:31])[CH3:32])([CH3:27])[CH3:28])[CH2:83][C:82]([C:80]1[N:81]=[C:77]([CH:74]2[CH2:75][CH2:76][N:71]([C:69](=[O:70])[CH2:68][N:67]3[C:63]([CH3:62])=[CH:64][C:65]([C:96]([F:98])([F:99])[F:97])=[N:66]3)[CH2:72][CH2:73]2)[S:78][CH:79]=1)=[N:84][OH:85]. The catalyst class is: 4. (4) Reactant: [I:1][C:2]1[CH:7]=[CH:6][C:5]([C@H:8]2[C@H:13]([NH2:14])[CH2:12][CH2:11][O:10][CH2:9]2)=[CH:4][CH:3]=1.N12CCCN=C1CCCCC2.[CH3:26][CH:27]([S:29](Cl)(=[O:31])=[O:30])[CH3:28]. Product: [I:1][C:2]1[CH:7]=[CH:6][C:5]([C@H:8]2[C@H:13]([NH:14][S:29]([CH:27]([CH3:28])[CH3:26])(=[O:31])=[O:30])[CH2:12][CH2:11][O:10][CH2:9]2)=[CH:4][CH:3]=1. The catalyst class is: 2. (5) Reactant: [CH3:1][O:2][C:3]1[CH:4]=[C:5]([N:23]2[CH2:27][CH2:26][C:25]([CH3:40])([O:28][C:29]3[CH:34]=[CH:33][C:32]([O:35][C:36]([F:39])([F:38])[F:37])=[CH:31][CH:30]=3)[C:24]2=[O:41])[CH:6]=[CH:7][C:8]=1[O:9][CH2:10][C:11]([CH3:22])([O:13]COCC[Si](C)(C)C)[CH3:12].C(O)(C(F)(F)F)=O. Product: [OH:13][C:11]([CH3:22])([CH3:12])[CH2:10][O:9][C:8]1[CH:7]=[CH:6][C:5]([N:23]2[CH2:27][CH2:26][C:25]([CH3:40])([O:28][C:29]3[CH:30]=[CH:31][C:32]([O:35][C:36]([F:38])([F:39])[F:37])=[CH:33][CH:34]=3)[C:24]2=[O:41])=[CH:4][C:3]=1[O:2][CH3:1]. The catalyst class is: 2. (6) Product: [C:22]([C:19]1[CH:18]=[CH:17][C:16]([N:12]2[CH2:13][CH2:14][CH:10]([N:2]([CH3:1])[C:3](=[O:9])[O:4][C:5]([CH3:8])([CH3:6])[CH3:7])[CH2:11]2)=[N:21][CH:20]=1)#[N:23]. The catalyst class is: 14. Reactant: [CH3:1][N:2]([CH:10]1[CH2:14][CH2:13][NH:12][CH2:11]1)[C:3](=[O:9])[O:4][C:5]([CH3:8])([CH3:7])[CH3:6].Cl[C:16]1[N:21]=[CH:20][C:19]([C:22]#[N:23])=[CH:18][CH:17]=1. (7) Reactant: [Si:1](Cl)([C:4]([CH3:7])([CH3:6])[CH3:5])([CH3:3])[CH3:2].C(N(CC)CC)C.[F:16][C:17]([F:28])([F:27])[CH:18]([C:20]1[CH:25]=[CH:24][C:23]([I:26])=[CH:22][CH:21]=1)[OH:19]. Product: [C:4]([Si:1]([CH3:3])([CH3:2])[O:19][CH:18]([C:20]1[CH:25]=[CH:24][C:23]([I:26])=[CH:22][CH:21]=1)[C:17]([F:16])([F:27])[F:28])([CH3:7])([CH3:6])[CH3:5]. The catalyst class is: 119.